Task: Predict which catalyst facilitates the given reaction.. Dataset: Catalyst prediction with 721,799 reactions and 888 catalyst types from USPTO (1) Reactant: [Si:1]([O:8][CH2:9][CH2:10][O:11][CH2:12][C:13]1[CH:18]=[CH:17][C:16]([CH2:19][OH:20])=[CH:15][CH:14]=1)([C:4]([CH3:7])([CH3:6])[CH3:5])([CH3:3])[CH3:2].[C:21]([N:25]1[C:30](=[O:31])[C:29]([Cl:32])=[C:28](O)[CH:27]=[N:26]1)([CH3:24])([CH3:23])[CH3:22].C1C=CC(P(C2C=CC=CC=2)C2C=CC=CC=2)=CC=1.N(C(OC(C)C)=O)=NC(OC(C)C)=O. Product: [C:21]([N:25]1[C:30](=[O:31])[C:29]([Cl:32])=[C:28]([O:20][CH2:19][C:16]2[CH:17]=[CH:18][C:13]([CH2:12][O:11][CH2:10][CH2:9][O:8][Si:1]([C:4]([CH3:7])([CH3:6])[CH3:5])([CH3:3])[CH3:2])=[CH:14][CH:15]=2)[CH:27]=[N:26]1)([CH3:24])([CH3:22])[CH3:23]. The catalyst class is: 20. (2) Reactant: [NH2:1][C:2]1[CH:7]=[CH:6][CH:5]=[C:4]([Br:8])[N:3]=1.N1C=CC=CC=1.[Cl:15][C:16]1[CH:17]=[C:18]([C:23]2([C:38]([F:41])([F:40])[F:39])[O:27][N:26]=[C:25]([C:28]3[CH:36]=[CH:35][C:31]([C:32](Cl)=[O:33])=[C:30]([CH3:37])[CH:29]=3)[CH2:24]2)[CH:19]=[C:20]([Cl:22])[CH:21]=1. Product: [Br:8][C:4]1[N:3]=[C:2]([NH:1][C:32](=[O:33])[C:31]2[CH:35]=[CH:36][C:28]([C:25]3[CH2:24][C:23]([C:18]4[CH:19]=[C:20]([Cl:22])[CH:21]=[C:16]([Cl:15])[CH:17]=4)([C:38]([F:41])([F:40])[F:39])[O:27][N:26]=3)=[CH:29][C:30]=2[CH3:37])[CH:7]=[CH:6][CH:5]=1. The catalyst class is: 4. (3) Reactant: C(N(CC)CC)C.[NH2:8][CH2:9][C:10]([C:13]1[CH:18]=[CH:17][C:16]([NH:19][C:20](=[O:31])[C:21]2[CH:26]=[CH:25][C:24]([O:27][CH3:28])=[C:23]([O:29][CH3:30])[CH:22]=2)=[CH:15][CH:14]=1)([CH3:12])[CH3:11].[C:32](Cl)(=[O:34])[CH3:33]. Product: [C:32]([NH:8][CH2:9][C:10]([C:13]1[CH:14]=[CH:15][C:16]([NH:19][C:20](=[O:31])[C:21]2[CH:26]=[CH:25][C:24]([O:27][CH3:28])=[C:23]([O:29][CH3:30])[CH:22]=2)=[CH:17][CH:18]=1)([CH3:12])[CH3:11])(=[O:34])[CH3:33]. The catalyst class is: 2. (4) Reactant: Br[C:2]1[CH:7]=[CH:6][C:5]([CH2:8][C:9]([OH:11])=[O:10])=[CH:4][CH:3]=1.[O:12]1[CH2:16][CH2:15][NH:14][C:13]1=[O:17].CC(C1C=C(C(C)C)C(C2C=CC=CC=2P(C2CCCCC2)C2CCCCC2)=C(C(C)C)C=1)C.C(=O)([O-])[O-].[K+].[K+]. Product: [O:17]=[C:13]1[N:14]([C:2]2[CH:7]=[CH:6][C:5]([CH2:8][C:9]([OH:11])=[O:10])=[CH:4][CH:3]=2)[CH2:15][CH2:16][O:12]1. The catalyst class is: 110. (5) Reactant: [CH3:1][CH2:2][CH:3]([N:6]1[C:10]2=[N:11][C:12]([C:15]#[C:16][Si](C)(C)C)=[CH:13][N:14]=[C:9]2[N:8]=[C:7]1[OH:21])[CH2:4][CH3:5].[F-].[K+]. Product: [C:15]([C:12]1[N:11]=[C:10]2[N:6]([CH:3]([CH2:4][CH3:5])[CH2:2][CH3:1])[C:7]([OH:21])=[N:8][C:9]2=[N:14][CH:13]=1)#[CH:16]. The catalyst class is: 200. (6) Reactant: [F:1][C:2]([F:24])([F:23])[C:3]1[CH:4]=[C:5]([C:13]2[N:17]=[CH:16][N:15](/[CH:18]=[CH:19]\[C:20](O)=[O:21])[N:14]=2)[CH:6]=[C:7]([C:9]([F:12])([F:11])[F:10])[CH:8]=1.[F:25][C:26]1([CH2:30][N:31]([CH3:33])[CH3:32])[CH2:29][NH:28][CH2:27]1.C(P1(=O)OP(CCC)(=O)OP(CCC)(=O)O1)CC.CCN(C(C)C)C(C)C. Product: [F:24][C:2]([F:23])([F:1])[C:3]1[CH:4]=[C:5]([C:13]2[N:17]=[CH:16][N:15](/[CH:18]=[CH:19]\[C:20]([N:28]3[CH2:29][C:26]([CH2:30][N:31]([CH3:33])[CH3:32])([F:25])[CH2:27]3)=[O:21])[N:14]=2)[CH:6]=[C:7]([C:9]([F:12])([F:11])[F:10])[CH:8]=1. The catalyst class is: 2.